Dataset: Forward reaction prediction with 1.9M reactions from USPTO patents (1976-2016). Task: Predict the product of the given reaction. Given the reactants [Cl:1][C:2]1[CH:7]=[CH:6][CH:5]=[CH:4][C:3]=1[N:8]1[C:12]2=[N:13][CH:14]=[N:15][C:16]([O:17][CH:18]([C:24]([NH:26][C:27]3[CH:32]=[CH:31][C:30]([CH3:33])=[CH:29][N:28]=3)=[O:25])[CH2:19][CH2:20][C:21]([OH:23])=O)=[C:11]2[CH:10]=[N:9]1.[Cl-].[NH4+].CC[N:38](C(C)C)C(C)C.CN(C(ON1N=NC2C=CC=CC1=2)=[N+](C)C)C.[B-](F)(F)(F)F, predict the reaction product. The product is: [Cl:1][C:2]1[CH:7]=[CH:6][CH:5]=[CH:4][C:3]=1[N:8]1[C:12]2=[N:13][CH:14]=[N:15][C:16]([O:17][CH:18]([CH2:19][CH2:20][C:21]([NH2:38])=[O:23])[C:24]([NH:26][C:27]3[CH:32]=[CH:31][C:30]([CH3:33])=[CH:29][N:28]=3)=[O:25])=[C:11]2[CH:10]=[N:9]1.